From a dataset of Reaction yield outcomes from USPTO patents with 853,638 reactions. Predict the reaction yield, written as a fraction of the theoretical maximum amount of product (1.0 means a 100% yield; for example, 0.34 means a 34% yield). (1) The reactants are [CH2:1]([O:8][C@H:9]1[C@H:14]([O:15][CH2:16][C:17]2[CH:22]=[CH:21][CH:20]=[CH:19][CH:18]=2)[C@@H:13]([O:23][CH2:24][C:25]2[CH:30]=[CH:29][CH:28]=[CH:27][CH:26]=2)[C@H:12]([C:31]2[CH:36]=[C:35]([CH2:37][C:38]3[CH:43]=[CH:42][C:41]([O:44][CH2:45][CH3:46])=[CH:40][CH:39]=3)[C:34]([Cl:47])=[C:33]([O:48][CH2:49][CH2:50]Cl)[C:32]=2Br)[O:11][C@@H:10]1[CH2:53][O:54][CH2:55][C:56]1[CH:61]=[CH:60][CH:59]=[CH:58][CH:57]=1)[C:2]1[CH:7]=[CH:6][CH:5]=[CH:4][CH:3]=1.C([Li])CCC. The catalyst is C1COCC1. The product is [Cl:47][C:34]1[C:33]2[O:48][CH2:49][CH2:50][C:32]=2[C:31]([C@H:12]2[C@H:13]([O:23][CH2:24][C:25]3[CH:26]=[CH:27][CH:28]=[CH:29][CH:30]=3)[C@@H:14]([O:15][CH2:16][C:17]3[CH:18]=[CH:19][CH:20]=[CH:21][CH:22]=3)[C@H:9]([O:8][CH2:1][C:2]3[CH:3]=[CH:4][CH:5]=[CH:6][CH:7]=3)[C@@H:10]([CH2:53][O:54][CH2:55][C:56]3[CH:61]=[CH:60][CH:59]=[CH:58][CH:57]=3)[O:11]2)=[CH:36][C:35]=1[CH2:37][C:38]1[CH:39]=[CH:40][C:41]([O:44][CH2:45][CH3:46])=[CH:42][CH:43]=1. The yield is 0.880. (2) The reactants are F[C:2]1[CH:9]=[CH:8][C:5]([CH:6]=[O:7])=[CH:4][CH:3]=1.[NH:10]1[CH:14]=[CH:13][N:12]=[CH:11]1.C(=O)([O-])[O-].[K+].[K+].C(OCC)(=O)C. The catalyst is CS(C)=O. The product is [N:10]1([C:2]2[CH:9]=[CH:8][C:5]([CH:6]=[O:7])=[CH:4][CH:3]=2)[CH:14]=[CH:13][N:12]=[CH:11]1. The yield is 0.340.